Task: Predict which catalyst facilitates the given reaction.. Dataset: Catalyst prediction with 721,799 reactions and 888 catalyst types from USPTO (1) The catalyst class is: 9. Reactant: C(OC([N:8](C(OC(C)(C)C)=O)[C:9]1[C:10]2[C:11]3[C:12](=[N:24][N:25]([CH2:27][C:28]4[C:33]([CH3:34])=[C:32]([O:35][CH3:36])[C:31]([CH3:37])=[CH:30][N:29]=4)[N:26]=2)[CH2:13][CH:14](CS([O-])(=O)=O)[C:15]=3[CH2:16][S:17][N:18]=1)=O)(C)(C)C.C(=O)([O-])[O-].[K+].[K+].C(=O)(O)[O-].[Na+]. Product: [CH3:36][O:35][C:32]1[C:31]([CH3:37])=[CH:30][N:29]=[C:28]([CH2:27][N:25]2[N:24]=[C:12]3[CH:13]=[CH:14][C:15]4[CH2:16][S:17][N:18]=[C:9]([NH2:8])[C:10]([C:11]=43)=[N:26]2)[C:33]=1[CH3:34]. (2) Reactant: OS(O)(=O)=O.[O:6]1[CH2:11][CH2:10][CH:9]([CH:12]2[CH2:17][CH2:16][CH:15]([OH:18])[CH2:14][CH2:13]2)[CH2:8][CH2:7]1.C(OCC)C. Product: [O:6]1[CH2:11][CH2:10][CH:9]([CH:12]2[CH2:17][CH2:16][C:15](=[O:18])[CH2:14][CH2:13]2)[CH2:8][CH2:7]1. The catalyst class is: 283. (3) Reactant: [CH3:1][N:2]1[C:7](=[O:8])[C:6]([NH:9][C:10]2[CH:15]=[CH:14][C:13]([N:16]3[CH2:21][CH2:20][N:19]([CH:22]4[CH2:25][O:24][CH2:23]4)[CH2:18][CH2:17]3)=[CH:12][N:11]=2)=[CH:5][C:4]([C:26]2[C:31]([CH:32]=[O:33])=[C:30]([N:34]3[CH:46]=[CH:45][N:37]4[C:38]5[CH2:39][CH2:40][CH2:41][CH2:42][C:43]=5[CH:44]=[C:36]4[C:35]3=[O:47])[N:29]=[CH:28][CH:27]=2)=[CH:3]1.[BH4-].[Na+]. Product: [OH:33][CH2:32][C:31]1[C:30]([N:34]2[CH:46]=[CH:45][N:37]3[C:38]4[CH2:39][CH2:40][CH2:41][CH2:42][C:43]=4[CH:44]=[C:36]3[C:35]2=[O:47])=[N:29][CH:28]=[CH:27][C:26]=1[C:4]1[CH:5]=[C:6]([NH:9][C:10]2[CH:15]=[CH:14][C:13]([N:16]3[CH2:21][CH2:20][N:19]([CH:22]4[CH2:25][O:24][CH2:23]4)[CH2:18][CH2:17]3)=[CH:12][N:11]=2)[C:7](=[O:8])[N:2]([CH3:1])[CH:3]=1. The catalyst class is: 5. (4) Reactant: [Cl:1][C:2]1[N:7]=[C:6]([NH2:8])[CH:5]=[CH:4][CH:3]=1.N1C=CC=CC=1.[C:15]1([S:21](Cl)(=[O:23])=[O:22])[CH:20]=[CH:19][CH:18]=[CH:17][CH:16]=1. Product: [Cl:1][C:2]1[N:7]=[C:6]([NH:8][S:21]([C:15]2[CH:20]=[CH:19][CH:18]=[CH:17][CH:16]=2)(=[O:23])=[O:22])[CH:5]=[CH:4][CH:3]=1. The catalyst class is: 326. (5) Reactant: [CH:1]12[CH2:11][CH:7]([C:8](=[O:10])[CH2:9]1)[CH:6]1[CH:2]2[CH2:3][CH2:4][CH2:5]1.[BH4-].[Na+].Cl.O. Product: [CH2:3]1[CH:2]2[CH:6]([CH:7]3[CH2:11][CH:1]2[CH2:9][CH:8]3[OH:10])[CH2:5][CH2:4]1. The catalyst class is: 5. (6) Reactant: [CH3:1][O:2][C:3]1[CH:4]=[C:5]([C:13]2[O:14][CH:15]=[CH:16][CH:17]=2)[CH:6]=[C:7]([O:11][CH3:12])[C:8]=1[O:9][CH3:10].C([Li])CCC.CON(C)[C:26](=[O:42])[CH:27]([O:40][CH3:41])[C:28]1[CH:33]=[CH:32][C:31]([C:34]2[O:35][C:36]([CH3:39])=[N:37][N:38]=2)=[CH:30][CH:29]=1. Product: [CH3:41][O:40][CH:27]([C:28]1[CH:29]=[CH:30][C:31]([C:34]2[O:35][C:36]([CH3:39])=[N:37][N:38]=2)=[CH:32][CH:33]=1)[C:26]([C:15]1[O:14][C:13]([C:5]2[CH:6]=[C:7]([O:11][CH3:12])[C:8]([O:9][CH3:10])=[C:3]([O:2][CH3:1])[CH:4]=2)=[CH:17][CH:16]=1)=[O:42]. The catalyst class is: 1. (7) Reactant: [NH2:1][C:2]1[CH:6]=[CH:5][S:4][C:3]=1[C:7]([O:9][CH3:10])=[O:8].N1C=CC=CC=1.[Br:17][C:18]1[CH:23]=[CH:22][C:21]([S:24](Cl)(=[O:26])=[O:25])=[CH:20][CH:19]=1.[OH-].[Na+]. Product: [Br:17][C:18]1[CH:23]=[CH:22][C:21]([S:24]([NH:1][C:2]2[CH:6]=[CH:5][S:4][C:3]=2[C:7]([O:9][CH3:10])=[O:8])(=[O:26])=[O:25])=[CH:20][CH:19]=1. The catalyst class is: 4. (8) Reactant: [Cl:1][C:2]1[CH:7]=[CH:6][C:5]([S:8][C:9]2[CH:14]=[CH:13][CH:12]=[CH:11][C:10]=2[F:15])=[CH:4][N:3]=1.[OH:16]OS([O-])=O.[K+].C(=O)(O)[O-].[Na+].[OH2:27]. Product: [Cl:1][C:2]1[CH:7]=[CH:6][C:5]([S:8]([C:9]2[CH:14]=[CH:13][CH:12]=[CH:11][C:10]=2[F:15])(=[O:16])=[O:27])=[CH:4][N:3]=1. The catalyst class is: 5. (9) Reactant: [F:1][C:2]1[CH:7]=[CH:6][C:5]([CH:8]2[CH2:13][CH:12]([C:14]([O:16]C)=[O:15])[CH2:11][CH2:10][N:9]2[C:18]([O:20][CH3:21])=[O:19])=[CH:4][CH:3]=1.[Br-].[Li+].C(N(CC)CC)C.CC(OC)(C)C. Product: [F:1][C:2]1[CH:7]=[CH:6][C:5]([CH:8]2[CH2:13][CH:12]([C:14]([OH:16])=[O:15])[CH2:11][CH2:10][N:9]2[C:18]([O:20][CH3:21])=[O:19])=[CH:4][CH:3]=1. The catalyst class is: 47. (10) Reactant: [OH:1][C:2]1[CH:9]=[CH:8][C:5]([CH:6]=[O:7])=[CH:4][CH:3]=1.C(=O)([O-])[O-].[Cs+].[Cs+].CS(O[CH:21]1[CH2:24][N:23]([C:25]([C:27]2[O:28][C:29]([C:32]3[CH:37]=[CH:36][CH:35]=[CH:34][CH:33]=3)=[N:30][N:31]=2)=[O:26])[CH2:22]1)(=O)=O. Product: [C:32]1([C:29]2[O:28][C:27]([C:25]([N:23]3[CH2:24][CH:21]([O:1][C:2]4[CH:9]=[CH:8][C:5]([CH:6]=[O:7])=[CH:4][CH:3]=4)[CH2:22]3)=[O:26])=[N:31][N:30]=2)[CH:33]=[CH:34][CH:35]=[CH:36][CH:37]=1. The catalyst class is: 3.